From a dataset of Catalyst prediction with 721,799 reactions and 888 catalyst types from USPTO. Predict which catalyst facilitates the given reaction. (1) Reactant: CC1(C)[O:6][C@H:5]([CH2:7][O:8][C:9]2[CH:14]=[CH:13][C:12]([CH2:15][CH2:16][CH2:17][CH:18]([NH:27]S(C(C)(C)C)=O)/[CH:19]=[N:20]/S(C(C)(C)C)=O)=[CH:11][CH:10]=2)[CH2:4][O:3]1.[CH2:35]([Mg]Cl)[CH2:36][CH3:37].C([Mg])CC. Product: [NH2:27][CH:18]([CH:19]([NH2:20])[CH2:35][CH2:36][CH3:37])[CH2:17][CH2:16][CH2:15][C:12]1[CH:11]=[CH:10][C:9]([O:8][CH2:7][C@@H:5]([OH:6])[CH2:4][OH:3])=[CH:14][CH:13]=1. The catalyst class is: 165. (2) Reactant: [CH3:1][O:2][C:3](=[O:12])[C:4]1[CH:9]=[CH:8][C:7]([CH:10]=[O:11])=[CH:6][CH:5]=1.C1(C)C(S([CH2:22][N+:23]#[C-:24])(=O)=O)=CC=CC=1.[C:26]([O-])([O-])=O.[K+].[K+]. Product: [CH2:1]([O:2][C:3](=[O:12])[C:4]1[CH:9]=[CH:8][C:7]([C:10]2[O:11][CH:24]=[N:23][CH:22]=2)=[CH:6][CH:5]=1)[CH3:26]. The catalyst class is: 14. (3) Reactant: Cl[C:2]1[N:7]=[C:6]([S:8][CH3:9])[N:5]=[C:4]([N:10]2[C:14]3[CH:15]=[CH:16][CH:17]=[CH:18][C:13]=3[N:12]=[C:11]2[CH:19]([F:21])[F:20])[CH:3]=1.C(=O)([O-])[O-].[K+].[K+].[NH:28]1[CH2:33][CH2:32][O:31][CH2:30][CH2:29]1.O. Product: [F:20][CH:19]([F:21])[C:11]1[N:10]([C:4]2[CH:3]=[C:2]([N:28]3[CH2:33][CH2:32][O:31][CH2:30][CH2:29]3)[N:7]=[C:6]([S:8][CH3:9])[N:5]=2)[C:14]2[CH:15]=[CH:16][CH:17]=[CH:18][C:13]=2[N:12]=1. The catalyst class is: 9. (4) Reactant: [CH:1]1([C@@H:7]([NH:9][C:10]([C:12]2[C:21]3[C:16](=[CH:17][CH:18]=[CH:19][CH:20]=3)[N:15]=[C:14]([C:22]3[CH:27]=[CH:26][CH:25]=[CH:24][CH:23]=3)[C:13]=2[CH2:28]Br)=[O:11])[CH3:8])[CH2:6][CH2:5][CH2:4][CH2:3][CH2:2]1.[C:30]([N:37]1[CH2:42][CH2:41][NH:40][CH2:39][CH2:38]1)([O:32][C:33]([CH3:36])([CH3:35])[CH3:34])=[O:31].C(N(C(C)C)CC)(C)C. Product: [C:33]([O:32][C:30]([N:37]1[CH2:42][CH2:41][N:40]([CH2:28][C:13]2[C:14]([C:22]3[CH:27]=[CH:26][CH:25]=[CH:24][CH:23]=3)=[N:15][C:16]3[C:21]([C:12]=2[C:10](=[O:11])[NH:9][C@H:7]([CH:1]2[CH2:6][CH2:5][CH2:4][CH2:3][CH2:2]2)[CH3:8])=[CH:20][CH:19]=[CH:18][CH:17]=3)[CH2:39][CH2:38]1)=[O:31])([CH3:36])([CH3:34])[CH3:35]. The catalyst class is: 1. (5) The catalyst class is: 200. Product: [CH2:10]1[C:11]2[CH:12]=[CH:13][CH:14]=[C:6]([C:4]([OH:5])=[O:3])[C:7]=2[CH2:8][NH:9]1. Reactant: Cl.C[O:3][C:4]([C:6]1[C:7]2[CH2:8][NH:9][CH2:10][C:11]=2[CH:12]=[CH:13][CH:14]=1)=[O:5].[OH-].[Li+].Cl. (6) Reactant: [C:1]([O:4][CH:5]1[CH2:26][NH:25][C:8]2=[N:9][C:10]([C:19]3[CH:24]=[CH:23][CH:22]=[CH:21][CH:20]=3)=[C:11]([C:13]3[CH:18]=[CH:17][CH:16]=[CH:15][CH:14]=3)[N:12]=[C:7]2[CH:6]1[O:27][C:28](=[O:30])[CH3:29])(=[O:3])[CH3:2].O=[CH:32][CH2:33][CH2:34][CH2:35][CH2:36][CH2:37][C:38]([O:40][CH2:41][CH3:42])=[O:39].C(O[BH-](OC(=O)C)OC(=O)C)(=O)C.[Na+]. Product: [C:1]([O:4][CH:5]1[CH2:26][N:25]([CH2:32][CH2:33][CH2:34][CH2:35][CH2:36][CH2:37][C:38]([O:40][CH2:41][CH3:42])=[O:39])[C:8]2=[N:9][C:10]([C:19]3[CH:20]=[CH:21][CH:22]=[CH:23][CH:24]=3)=[C:11]([C:13]3[CH:14]=[CH:15][CH:16]=[CH:17][CH:18]=3)[N:12]=[C:7]2[CH:6]1[O:27][C:28](=[O:30])[CH3:29])(=[O:3])[CH3:2]. The catalyst class is: 325. (7) Reactant: C1COCC1.[F:6][C:7]([F:37])([F:36])[O:8][C:9]1[CH:35]=[CH:34][C:12]([CH2:13][O:14][C:15]2[CH:20]=[CH:19][C:18]([N:21]3[C:25]4[CH:26]=[CH:27][C:28]([C:30]([O:32]C)=[O:31])=[CH:29][C:24]=4[N:23]=[CH:22]3)=[CH:17][CH:16]=2)=[CH:11][CH:10]=1.[OH-].[Na+]. Product: [F:37][C:7]([F:6])([F:36])[O:8][C:9]1[CH:35]=[CH:34][C:12]([CH2:13][O:14][C:15]2[CH:16]=[CH:17][C:18]([N:21]3[C:25]4[CH:26]=[CH:27][C:28]([C:30]([OH:32])=[O:31])=[CH:29][C:24]=4[N:23]=[CH:22]3)=[CH:19][CH:20]=2)=[CH:11][CH:10]=1. The catalyst class is: 5.